From a dataset of Catalyst prediction with 721,799 reactions and 888 catalyst types from USPTO. Predict which catalyst facilitates the given reaction. (1) Reactant: C([Li])CCC.C(NC(C)C)(C)C.[CH2:13]([SnH:17]([CH2:22][CH2:23][CH2:24][CH3:25])[CH2:18][CH2:19][CH2:20][CH3:21])[CH2:14][CH2:15][CH3:16].[CH3:26][O:27][CH2:28]Cl. Product: [CH2:22]([Sn:17]([CH2:13][CH2:14][CH2:15][CH3:16])([CH2:18][CH2:19][CH2:20][CH3:21])[CH2:26][O:27][CH3:28])[CH2:23][CH2:24][CH3:25]. The catalyst class is: 132. (2) Reactant: [O:1]=[S:2](Cl)Cl.[F:5][C:6]([C:9]1[N:14]=[CH:13][C:12]([CH2:15][C@H:16]([NH:19][C:20](=[O:26])[O:21][C:22]([CH3:25])([CH3:24])[CH3:23])[CH2:17][OH:18])=[CH:11][CH:10]=1)([F:8])[CH3:7].N1C=CC=CC=1. Product: [F:5][C:6]([C:9]1[N:14]=[CH:13][C:12]([CH2:15][C@H:16]2[CH2:17][O:18][S:2](=[O:1])[N:19]2[C:20]([O:21][C:22]([CH3:25])([CH3:24])[CH3:23])=[O:26])=[CH:11][CH:10]=1)([F:8])[CH3:7]. The catalyst class is: 23. (3) Reactant: [F:1][C:2]1[CH:3]=[C:4]([NH:9][C:10](=[O:16])[O:11][C:12]([CH3:15])([CH3:14])[CH3:13])[CH:5]=[CH:6][C:7]=1[OH:8].Cl[C:18]1[CH:23]=[CH:22][C:21]([N+:24]([O-:26])=[O:25])=[CH:20][N:19]=1.C(=O)([O-])[O-].[Cs+].[Cs+].O. Product: [F:1][C:2]1[CH:3]=[C:4]([NH:9][C:10](=[O:16])[O:11][C:12]([CH3:13])([CH3:15])[CH3:14])[CH:5]=[CH:6][C:7]=1[O:8][C:18]1[CH:23]=[CH:22][C:21]([N+:24]([O-:26])=[O:25])=[CH:20][N:19]=1. The catalyst class is: 16. (4) Reactant: [CH3:1][C:2]1([CH3:14])[C:6]([CH3:8])([CH3:7])[O:5][B:4]([C:9]2[CH:10]=[N:11][NH:12][CH:13]=2)[O:3]1.CS(O[CH2:20][CH:21]1[CH2:25][CH2:24][CH2:23][CH2:22]1)(=O)=O.[H-].[Na+]. Product: [CH:21]1([CH2:20][N:12]2[CH:13]=[C:9]([B:4]3[O:5][C:6]([CH3:7])([CH3:8])[C:2]([CH3:14])([CH3:1])[O:3]3)[CH:10]=[N:11]2)[CH2:25][CH2:24][CH2:23][CH2:22]1. The catalyst class is: 42. (5) Reactant: [Cl:1][C:2]1[CH:8]=[C:7]([O:9][C:10]2[C:19]3[C:14](=[CH:15][C:16]([O:22][CH3:23])=[C:17]([O:20][CH3:21])[CH:18]=3)[N:13]=[CH:12][N:11]=2)[CH:6]=[CH:5][C:3]=1[NH2:4].Cl[C:25](Cl)([O:27][C:28](=[O:34])OC(Cl)(Cl)Cl)Cl.[CH:36]1(O)[CH2:41][CH2:40]C[CH2:38][CH2:37]1.C(=O)(O)[O-].[Na+]. Product: [Cl:1][C:2]1[CH:8]=[C:7]([O:9][C:10]2[C:19]3[C:14](=[CH:15][C:16]([O:22][CH3:23])=[C:17]([O:20][CH3:21])[CH:18]=3)[N:13]=[CH:12][N:11]=2)[CH:6]=[CH:5][C:3]=1[NH:4][C:28](=[O:34])[O:27][CH:25]1[CH2:40][CH2:41][CH2:36][CH2:37][CH2:38]1. The catalyst class is: 208. (6) Reactant: [C:1]([O-:24])(=[O:23])[CH2:2][CH2:3][CH2:4][CH2:5][CH2:6][CH2:7][CH2:8][CH2:9][CH2:10][CH2:11][CH2:12][CH2:13][CH2:14][CH2:15][CH2:16][CH2:17][CH2:18][CH2:19][CH2:20][CH2:21][CH3:22].O.[OH-].[Na+:27]. Product: [C:1]([O-:24])(=[O:23])[CH2:2][CH2:3][CH2:4][CH2:5][CH2:6][CH2:7][CH2:8][CH2:9][CH2:10][CH2:11][CH2:12][CH2:13][CH2:14][CH2:15][CH2:16][CH2:17][CH2:18][CH2:19][CH2:20][CH2:21][CH3:22].[Na+:27]. The catalyst class is: 107. (7) Reactant: [Br:1][C:2]1[CH:3]=[N:4][NH:5][C:6]=1[C:7]([F:10])([F:9])[F:8].[O:11]1[CH:16]=[CH:15][CH2:14][CH2:13][CH2:12]1.CC1C=CC(S(O)(=O)=O)=CC=1.O. Product: [Br:1][C:2]1[CH:3]=[N:4][N:5]([CH:12]2[CH2:13][CH2:14][CH2:15][CH2:16][O:11]2)[C:6]=1[C:7]([F:10])([F:9])[F:8]. The catalyst class is: 13. (8) The catalyst class is: 30. Reactant: C([Li])CCC.CCCCCC.CC1(C)CCCC(C)(C)N1.[Br:22][C:23]1[CH:28]=[CH:27][C:26]([F:29])=[CH:25][C:24]=1[F:30].[C:31](=[O:33])=[O:32].[Cl-].[NH4+].Cl. Product: [Br:22][C:23]1[C:24]([F:30])=[C:25]([C:26]([F:29])=[CH:27][CH:28]=1)[C:31]([OH:33])=[O:32]. (9) Reactant: [Br-:1].[Br-].[Br-].C1([N+](C)(C)C)C=CC=CC=1.C1([N+](C)(C)C)C=CC=CC=1.C1([N+](C)(C)C)C=CC=CC=1.[N+:34]([C:37]1[CH:38]=[C:39]([C:43](=[O:45])[CH3:44])[CH:40]=[CH:41][CH:42]=1)([O-:36])=[O:35]. Product: [Br:1][CH2:44][C:43]([C:39]1[CH:40]=[CH:41][CH:42]=[C:37]([N+:34]([O-:36])=[O:35])[CH:38]=1)=[O:45]. The catalyst class is: 49.